Task: Predict the reactants needed to synthesize the given product.. Dataset: Retrosynthesis with 50K atom-mapped reactions and 10 reaction types from USPTO (1) Given the product CC(=Cc1ccccc1)CCc1ccc(O)cc1, predict the reactants needed to synthesize it. The reactants are: CC(=O)CCc1ccc(O)cc1.c1ccc(C[P+](c2ccccc2)(c2ccccc2)c2ccccc2)cc1. (2) Given the product CC(C)(C)OC(=O)NCc1nc2cc(Br)ccc2n1CCOS(C)(=O)=O, predict the reactants needed to synthesize it. The reactants are: CC(C)(C)OC(=O)NCc1nc2cc(Br)ccc2n1CCO.CS(=O)(=O)Cl. (3) Given the product CCCN(CCC)Cc1nc(CN)no1, predict the reactants needed to synthesize it. The reactants are: CCCN(CCC)Cc1nc(CN2C(=O)c3ccccc3C2=O)no1. (4) Given the product COC(=O)[C@H](Cc1ccnc(C(F)(F)F)n1)C(=O)OC(C)(C)C, predict the reactants needed to synthesize it. The reactants are: COC(=O)[C@@H](CI)C(=O)OC(C)(C)C.FC(F)(F)c1nccc(Cl)n1. (5) Given the product COc1ccc(CSC(C=O)[C@H](Cc2ccccc2)NC(=O)OC(C)(C)C)cc1, predict the reactants needed to synthesize it. The reactants are: COc1ccc(CSC(CO)[C@H](Cc2ccccc2)NC(=O)OC(C)(C)C)cc1.